This data is from Merck oncology drug combination screen with 23,052 pairs across 39 cell lines. The task is: Regression. Given two drug SMILES strings and cell line genomic features, predict the synergy score measuring deviation from expected non-interaction effect. (1) Drug 1: C=CCn1c(=O)c2cnc(Nc3ccc(N4CCN(C)CC4)cc3)nc2n1-c1cccc(C(C)(C)O)n1. Drug 2: COC1=C2CC(C)CC(OC)C(O)C(C)C=C(C)C(OC(N)=O)C(OC)C=CC=C(C)C(=O)NC(=CC1=O)C2=O. Cell line: CAOV3. Synergy scores: synergy=1.56. (2) Drug 1: COC12C(COC(N)=O)C3=C(C(=O)C(C)=C(N)C3=O)N1CC1NC12. Drug 2: CNC(=O)c1cc(Oc2ccc(NC(=O)Nc3ccc(Cl)c(C(F)(F)F)c3)cc2)ccn1. Cell line: CAOV3. Synergy scores: synergy=-95.4.